Dataset: Forward reaction prediction with 1.9M reactions from USPTO patents (1976-2016). Task: Predict the product of the given reaction. (1) The product is: [CH3:19][N:18]1[C:17]2[C:6](=[CH:7][C:8]([C:12]([O:14][CH3:15])=[O:13])=[CH:9][CH:10]=2)[CH:5]=[CH:20]1. Given the reactants [H-].[Na+].N1C2[C:6](=[CH:7][C:8]([C:12]([OH:14])=[O:13])=[CH:9][CH:10]=2)[CH:5]=C1.[CH3:15]I.[CH3:17][N:18]([CH:20]=O)[CH3:19], predict the reaction product. (2) Given the reactants [Br:1][C:2]1[CH:3]=[N:4][C:5]2[N:6]([N:8]=[C:9]([C:11]([OH:13])=O)[CH:10]=2)[CH:7]=1.[N:14]1[CH:19]=[CH:18][C:17]([C:20]2[N:24]3[CH2:25][CH2:26][NH:27][CH2:28][C:23]3=[N:22][N:21]=2)=[CH:16][CH:15]=1, predict the reaction product. The product is: [Br:1][C:2]1[CH:3]=[N:4][C:5]2[N:6]([N:8]=[C:9]([C:11]([N:27]3[CH2:26][CH2:25][N:24]4[C:20]([C:17]5[CH:18]=[CH:19][N:14]=[CH:15][CH:16]=5)=[N:21][N:22]=[C:23]4[CH2:28]3)=[O:13])[CH:10]=2)[CH:7]=1. (3) Given the reactants [CH3:1][NH:2][C:3]([C@@H:5]1[CH2:9][CH2:8][CH2:7][C@@H:6]1[NH:10][C:11]1[C:16]([Cl:17])=[CH:15][N:14]=[C:13](Cl)[N:12]=1)=[O:4].[CH3:19][O:20][CH2:21][CH2:22][N:23]1[CH2:29][CH2:28][C:27]2[CH:30]=[C:31]([NH2:34])[CH:32]=[CH:33][C:26]=2[CH2:25][CH2:24]1.C12(CS(O)(=O)=O)C(C)(C)C(CC1)CC2=O, predict the reaction product. The product is: [CH3:1][NH:2][C:3]([C@@H:5]1[CH2:9][CH2:8][CH2:7][C@@H:6]1[NH:10][C:11]1[C:16]([Cl:17])=[CH:15][N:14]=[C:13]([NH:34][C:31]2[CH:32]=[CH:33][C:26]3[CH2:25][CH2:24][N:23]([CH2:22][CH2:21][O:20][CH3:19])[CH2:29][CH2:28][C:27]=3[CH:30]=2)[N:12]=1)=[O:4].